From a dataset of Full USPTO retrosynthesis dataset with 1.9M reactions from patents (1976-2016). Predict the reactants needed to synthesize the given product. (1) Given the product [C:14]1([C@H:20]([CH3:23])[CH2:21][NH:22][C:11]([C:2]2[CH:3]=[N:4][C:5]3[C:10](=[CH:9][CH:8]=[CH:7][CH:6]=3)[N:1]=2)=[O:12])[CH:19]=[CH:18][CH:17]=[CH:16][CH:15]=1, predict the reactants needed to synthesize it. The reactants are: [N:1]1[C:10]2[C:5](=[CH:6][CH:7]=[CH:8][CH:9]=2)[N:4]=[CH:3][C:2]=1[C:11](Cl)=[O:12].[C:14]1([C@H:20]([CH3:23])[CH2:21][NH2:22])[CH:19]=[CH:18][CH:17]=[CH:16][CH:15]=1.N1C=CC=CC=1. (2) The reactants are: [Cl:1][C:2]1[C:10]2[C:5](=[N:6][CH:7]=[CH:8][C:9]=2I)[N:4]([C:12]2[CH:17]=[CH:16][C:15]([F:18])=[CH:14][CH:13]=2)[N:3]=1.C([O-])(=O)C.[K+].C[C:25]1(C)C(C)(C)[O:28][B:27]([B:27]2[O:28]C(C)(C)[C:25](C)(C)[O:26]2)[O:26]1.C(Cl)Cl. Given the product [Cl:1][C:2]1[C:10]2[C:5](=[N:6][CH:7]=[CH:8][C:9]=2[B:27]([OH:28])[O:26][CH3:25])[N:4]([C:12]2[CH:17]=[CH:16][C:15]([F:18])=[CH:14][CH:13]=2)[N:3]=1, predict the reactants needed to synthesize it. (3) Given the product [CH:1]1([C:7]2[CH:8]=[CH:9][C:10]([C:11]([N:30]3[CH2:31][C:32]4[CH:22]=[CH:23][CH:24]=[CH:25][C:26]=4[NH:27][C:28]4[CH:36]=[CH:35][CH:34]=[CH:33][C:29]3=4)=[O:13])=[CH:14][CH:15]=2)[CH2:2][CH2:3][CH2:4][CH2:5][CH2:6]1, predict the reactants needed to synthesize it. The reactants are: [CH:1]1([C:7]2[CH:15]=[CH:14][C:10]([C:11]([OH:13])=O)=[CH:9][CH:8]=2)[CH2:6][CH2:5][CH2:4][CH2:3][CH2:2]1.C(Cl)(=O)C(Cl)=O.[CH:22]1[C:32]2[CH2:31][NH:30][C:29]3[CH:33]=[CH:34][CH:35]=[CH:36][C:28]=3[NH:27][C:26]=2[CH:25]=[CH:24][CH:23]=1.C(N(CC)C(C)C)(C)C.C1(C2C=CC(C(Cl)=O)=CC=2)CCCCC1.